From a dataset of Forward reaction prediction with 1.9M reactions from USPTO patents (1976-2016). Predict the product of the given reaction. Given the reactants C([N:8]1[C:13](=[O:14])[CH:12]=[C:11]([C:15]2[CH:20]=[CH:19][N:18]=[C:17]([NH:21][C:22]3[N:26]([CH3:27])[N:25]=[CH:24][CH:23]=3)[N:16]=2)[CH:10]=[N:9]1)C1C=CC=CC=1.[Al+3].[Cl-].[Cl-].[Cl-], predict the reaction product. The product is: [CH3:27][N:26]1[C:22]([NH:21][C:17]2[N:16]=[C:15]([C:11]3[CH:10]=[N:9][NH:8][C:13](=[O:14])[CH:12]=3)[CH:20]=[CH:19][N:18]=2)=[CH:23][CH:24]=[N:25]1.